This data is from Full USPTO retrosynthesis dataset with 1.9M reactions from patents (1976-2016). The task is: Predict the reactants needed to synthesize the given product. (1) Given the product [CH3:47][C:48]1([CH3:55])[CH2:52][CH2:51][CH2:50][CH:49]1[NH:53][NH:54][C:10](=[O:12])[C:3]1[C:2]([I:1])=[CH:7][CH:6]=[N:5][C:4]=1[O:8][CH3:9], predict the reactants needed to synthesize it. The reactants are: [I:1][C:2]1[CH:7]=[CH:6][N:5]=[C:4]([O:8][CH3:9])[C:3]=1[C:10]([OH:12])=O.C(N(CC)CC)C.F[P-](F)(F)(F)(F)F.N1(OC(N(C)C)=[N+](C)C)C2N=CC=CC=2N=N1.Cl.Cl.Cl.[CH3:47][C:48]1([CH3:55])[CH2:52][CH2:51][CH2:50][CH:49]1[NH:53][NH2:54]. (2) Given the product [C:1]([C:3]1[C:12](=[O:13])[C:11]2[C:6](=[CH:7][CH:8]=[C:9]([C:14]([OH:16])=[O:15])[CH:10]=2)[N:5]([CH2:20][C:19]2[CH:22]=[CH:23][C:24]([C:26]([F:27])([F:29])[F:28])=[CH:25][C:18]=2[F:17])[CH:4]=1)#[N:2], predict the reactants needed to synthesize it. The reactants are: [C:1]([C:3]1[C:12](=[O:13])[C:11]2[C:6](=[CH:7][CH:8]=[C:9]([C:14]([OH:16])=[O:15])[CH:10]=2)[NH:5][CH:4]=1)#[N:2].[F:17][C:18]1[CH:25]=[C:24]([C:26]([F:29])([F:28])[F:27])[CH:23]=[CH:22][C:19]=1[CH2:20]Cl. (3) Given the product [F:25][C:26]1[CH:31]=[CH:30][CH:29]=[CH:28][C:27]=1[C:9]1[N:14]=[C:13]([N:15]([CH3:16])[C:13]2[CH:12]=[CH:11][N:10]=[C:9]([NH:8][CH2:17][CH2:18][C:19]3[CH:20]=[N:21][CH:22]=[CH:23][CH:24]=3)[N:14]=2)[CH:12]=[CH:11][N:10]=1, predict the reactants needed to synthesize it. The reactants are: ClC1N=C([N:8]([CH2:17][CH2:18][C:19]2[CH:20]=[N:21][CH:22]=[CH:23][CH:24]=2)[C:9]2[N:14]=[C:13]([NH:15][CH3:16])[CH:12]=[CH:11][N:10]=2)C=CN=1.[F:25][C:26]1[CH:31]=[CH:30][CH:29]=[CH:28][C:27]=1B(O)O.C([O-])([O-])=O.[Na+].[Na+]. (4) Given the product [C:25]([O:29][C:30]([N:32]1[CH2:37][CH2:36][O:35][C:34]2[C:38]([NH:5][CH2:4][C:3]3[CH:6]=[CH:7][C:8]([C:10]4[CH:15]=[CH:14][N:13]=[C:12]5[NH:16][C:17]([C:19]6[CH:20]=[N:21][N:22]([CH3:24])[CH:23]=6)=[N:18][C:11]=45)=[CH:9][C:2]=3[F:1])=[N:39][CH:40]=[CH:41][C:33]1=2)=[O:31])([CH3:28])([CH3:26])[CH3:27], predict the reactants needed to synthesize it. The reactants are: [F:1][C:2]1[CH:9]=[C:8]([C:10]2[CH:15]=[CH:14][N:13]=[C:12]3[NH:16][C:17]([C:19]4[CH:20]=[N:21][N:22]([CH3:24])[CH:23]=4)=[N:18][C:11]=23)[CH:7]=[CH:6][C:3]=1[CH2:4][NH2:5].[C:25]([O:29][C:30]([N:32]1[CH2:37][CH2:36][O:35][C:34]2[C:38](I)=[N:39][CH:40]=[CH:41][C:33]1=2)=[O:31])([CH3:28])([CH3:27])[CH3:26].CC(C)([O-])C.[Na+].C1(P(C2C=CC=CC=2)C2C=CC3C(=CC=CC=3)C=2C2C3C(=CC=CC=3)C=CC=2P(C2C=CC=CC=2)C2C=CC=CC=2)C=CC=CC=1. (5) Given the product [CH3:10][C@H:9]1[CH2:8][NH:7][C@@H:6]2[C@@H:2]([OH:1])[CH2:3][O:4][C@H:5]12, predict the reactants needed to synthesize it. The reactants are: [OH:1][C@@H:2]1[C@H:6]2[N:7](C(OCC3C=CC=CC=3)=O)[CH2:8][C@@H:9]([CH3:10])[C@H:5]2[O:4][CH2:3]1.[H][H].